Dataset: Acute oral toxicity (LD50) regression data from Zhu et al.. Task: Regression/Classification. Given a drug SMILES string, predict its toxicity properties. Task type varies by dataset: regression for continuous values (e.g., LD50, hERG inhibition percentage) or binary classification for toxic/non-toxic outcomes (e.g., AMES mutagenicity, cardiotoxicity, hepatotoxicity). Dataset: ld50_zhu. (1) The compound is CCCCCCCCCCCCC(Br)C(=O)O. The rat oral LD50 is 2.58, given as -log10 of the dose in mol/kg body weight (higher means more acutely toxic). (2) The rat oral LD50 is 2.77, given as -log10 of the dose in mol/kg body weight (higher means more acutely toxic). The drug is N#CC=CC#N.